This data is from Forward reaction prediction with 1.9M reactions from USPTO patents (1976-2016). The task is: Predict the product of the given reaction. (1) Given the reactants [OH:1][C:2]1[CH:19]=[CH:18][C:5]2[NH:6][C:7]([CH2:12][C:13]([O:15][CH2:16][CH3:17])=[O:14])=[N:8][S:9](=[O:11])(=[O:10])[C:4]=2[C:3]=1[N+:20]([O-])=O.[H][H], predict the reaction product. The product is: [NH2:20][C:3]1[C:4]2[S:9](=[O:11])(=[O:10])[N:8]=[C:7]([CH2:12][C:13]([O:15][CH2:16][CH3:17])=[O:14])[NH:6][C:5]=2[CH:18]=[CH:19][C:2]=1[OH:1]. (2) The product is: [CH:12]([C:11]1[CH:14]=[CH:15][C:8]([N:7]([C:1]2[CH:2]=[CH:3][CH:4]=[CH:5][CH:6]=2)[C:16]2[CH:21]=[CH:20][C:19]([C:32]3[CH:39]=[CH:38][C:35]([C:36]#[N:37])=[C:34]([C:40]#[N:41])[CH:33]=3)=[CH:18][CH:17]=2)=[CH:9][CH:10]=1)=[O:13]. Given the reactants [C:1]1([N:7]([C:16]2[CH:21]=[CH:20][C:19](B3OC(C)(C)C(C)(C)O3)=[CH:18][CH:17]=2)[C:8]2[CH:15]=[CH:14][C:11]([CH:12]=[O:13])=[CH:10][CH:9]=2)[CH:6]=[CH:5][CH:4]=[CH:3][CH:2]=1.I[C:32]1[CH:33]=[C:34]([C:40]#[N:41])[C:35](=[CH:38][CH:39]=1)[C:36]#[N:37].C(P(C(C)(C)C)C(C)(C)C)(C)(C)C.C([O-])([O-])=O.[K+].[K+], predict the reaction product. (3) Given the reactants [CH3:1][N:2]([CH2:6][CH2:7][CH:8]([C:15]1[CH:20]=[CH:19][CH:18]=[CH:17][CH:16]=1)[C:9]1[CH:14]=[CH:13][CH:12]=[CH:11][CH:10]=1)[CH2:3][C:4]#[N:5].[N:21]([Sn](CCCC)(CCCC)CCCC)=[N+:22]=[N-:23].[ClH:37], predict the reaction product. The product is: [ClH:37].[CH3:1][N:2]([CH2:6][CH2:7][CH:8]([C:15]1[CH:20]=[CH:19][CH:18]=[CH:17][CH:16]=1)[C:9]1[CH:10]=[CH:11][CH:12]=[CH:13][CH:14]=1)[CH2:3][C:4]1[NH:23][N:22]=[N:21][N:5]=1. (4) Given the reactants Cl.[Cl:2][C:3]1[C:12]2[C:7](=[CH:8][C:9]([S:13]([NH:16][C@H:17]3[CH2:22][CH2:21][C@H:20]([C:23]([O:25]CC)=[O:24])[CH2:19][CH2:18]3)(=[O:15])=[O:14])=[CH:10][CH:11]=2)[C:6]([NH:28][C:29]([NH2:31])=[NH:30])=[N:5][CH:4]=1, predict the reaction product. The product is: [Cl:2][C:3]1[C:12]2[C:7](=[CH:8][C:9]([S:13]([NH:16][C@H:17]3[CH2:22][CH2:21][C@H:20]([C:23]([OH:25])=[O:24])[CH2:19][CH2:18]3)(=[O:14])=[O:15])=[CH:10][CH:11]=2)[C:6]([NH:28][C:29]([NH2:31])=[NH:30])=[N:5][CH:4]=1.